Dataset: Full USPTO retrosynthesis dataset with 1.9M reactions from patents (1976-2016). Task: Predict the reactants needed to synthesize the given product. (1) Given the product [CH2:1]([C:3]1([C:16]([O:18][CH2:19][CH3:20])=[O:17])[CH2:8][CH2:7][CH2:6][N:5]([C:9]([O:11][C:12]([CH3:14])([CH3:13])[CH3:15])=[O:10])[CH2:4]1)[CH3:2], predict the reactants needed to synthesize it. The reactants are: [CH2:1]([C:3]1([C:16]([O-:18])=[O:17])[CH2:8][CH2:7][CH2:6][N:5]([C:9]([O:11][C:12]([CH3:15])([CH3:14])[CH3:13])=[O:10])[CH2:4]1)[CH3:2].[CH2:19](I)[CH3:20]. (2) Given the product [N:39]1[CH:40]=[CH:41][CH:42]=[CH:43][C:38]=1[CH2:37][O:36][C:33]1[CH:34]=[CH:35][C:30]([C:23]2([C:20]3[CH:21]=[CH:22][C:17]([C:14]4[N:13]=[C:12]([CH2:11][OH:10])[O:16][N:15]=4)=[CH:18][CH:19]=3)[CH2:28][CH:27]3[CH2:29][CH:24]2[CH2:25][CH2:26]3)=[CH:31][CH:32]=1, predict the reactants needed to synthesize it. The reactants are: C(=O)([O-])[O-].[K+].[K+].C([O:10][CH2:11][C:12]1[O:16][N:15]=[C:14]([C:17]2[CH:22]=[CH:21][C:20]([C:23]3([C:30]4[CH:35]=[CH:34][C:33]([O:36][CH2:37][C:38]5[CH:43]=[CH:42][CH:41]=[CH:40][N:39]=5)=[CH:32][CH:31]=4)[CH2:28][CH:27]4[CH2:29][CH:24]3[CH2:25][CH2:26]4)=[CH:19][CH:18]=2)[N:13]=1)(=O)C. (3) Given the product [Br:12][C:13]1[CH:18]=[CH:17][C:16]([F:19])=[CH:15][C:14]=1[C:20](=[O:26])[CH3:21], predict the reactants needed to synthesize it. The reactants are: BrC1C=CC(F)=CC=1C(O)=O.[Br:12][C:13]1[CH:18]=[CH:17][C:16]([F:19])=[CH:15][C:14]=1[C:20](=[O:26])[CH2:21]C(OC)=O.COC(=O)CC([O-])=O. (4) The reactants are: [ClH:1].[CH:2]([C:5]1[S:6][CH:7]=[C:8]([C:10]([N:12]2[CH2:17][C:16]3([CH2:22][CH2:21][NH:20][CH2:19][CH2:18]3)[O:15][CH2:14][CH2:13]2)=[O:11])[N:9]=1)([CH3:4])[CH3:3].F[C:24](F)(F)[C:25]([OH:27])=O.C(C1SC=C(C(N2[CH2:44][C:43]3([CH2:49][CH2:48]N[CH2:46][CH2:45]3)OCC2)=O)N=1)C.[CH3:50]C1CCCO1. Given the product [Cl:1][C:49]1[C:48]([CH2:24][CH2:25][OH:27])=[CH:50][CH:46]=[CH:45][C:43]=1[CH2:44][N:20]1[CH2:19][CH2:18][C:16]2([O:15][CH2:14][CH2:13][N:12]([C:10]([C:8]3[N:9]=[C:5]([CH:2]([CH3:4])[CH3:3])[S:6][CH:7]=3)=[O:11])[CH2:17]2)[CH2:22][CH2:21]1, predict the reactants needed to synthesize it. (5) Given the product [CH2:25]([Si:27]([CH2:23][CH3:24])([CH2:28][CH3:29])[O:1][CH2:2][C:3]1([CH2:16][O:17][Si:27]([CH2:30][CH3:31])([CH2:28][CH3:29])[CH2:25][CH3:26])[C:15]2[CH:14]=[CH:13][CH:12]=[CH:11][C:10]=2[C:9]2[C:4]1=[CH:5][CH:6]=[CH:7][CH:8]=2)[CH3:26], predict the reactants needed to synthesize it. The reactants are: [OH:1][CH2:2][C:3]1([CH2:16][OH:17])[C:15]2[CH:14]=[CH:13][CH:12]=[CH:11][C:10]=2[C:9]2[C:4]1=[CH:5][CH:6]=[CH:7][CH:8]=2.C(N([CH2:23][CH3:24])CC)C.[CH2:25]([Si:27](Cl)([CH2:30][CH3:31])[CH2:28][CH3:29])[CH3:26]. (6) Given the product [ClH:20].[ClH:20].[CH3:30][N:31]([CH3:38])[CH:32]1[CH2:37][CH2:36][N:35]([CH2:19][CH2:18][O:17][C:14]2[CH:15]=[C:16]3[C:11](=[CH:12][CH:13]=2)[O:10][C:9]([C:21]2[N:26]=[CH:25][N:24]4[CH:27]=[CH:28][CH:29]=[C:23]4[CH:22]=2)=[CH:8][C:7]3=[N:6][OH:5])[CH2:34][CH2:33]1, predict the reactants needed to synthesize it. The reactants are: C([O:5][N:6]=[C:7]1[C:16]2[C:11](=[CH:12][CH:13]=[C:14]([O:17][CH2:18][CH2:19][Cl:20])[CH:15]=2)[O:10][C:9]([C:21]2[N:26]=[CH:25][N:24]3[CH:27]=[CH:28][CH:29]=[C:23]3[CH:22]=2)=[CH:8]1)(C)(C)C.[CH3:30][N:31]([CH3:38])[CH:32]1[CH2:37][CH2:36][NH:35][CH2:34][CH2:33]1.